From a dataset of Forward reaction prediction with 1.9M reactions from USPTO patents (1976-2016). Predict the product of the given reaction. (1) Given the reactants [NH2:1][C:2]1([C:10]2[CH:15]=[CH:14][C:13]([F:16])=[C:12]([Br:17])[CH:11]=2)[CH:6]([CH2:7][OH:8])[CH2:5][CH:4]([OH:9])[CH2:3]1.[C:18]([N:26]=[C:27]=[S:28])(=[O:25])[C:19]1[CH:24]=[CH:23][CH:22]=[CH:21][CH:20]=1, predict the reaction product. The product is: [Br:17][C:12]1[CH:11]=[C:10]([C:2]2([NH:1][C:27]([NH:26][C:18](=[O:25])[C:19]3[CH:20]=[CH:21][CH:22]=[CH:23][CH:24]=3)=[S:28])[CH2:3][CH:4]([OH:9])[CH2:5][CH:6]2[CH2:7][OH:8])[CH:15]=[CH:14][C:13]=1[F:16]. (2) Given the reactants CC1C(C[S@:9]([C:11]2[NH:19][C:18]3[C:13](=[CH:14][CH:15]=[CH:16][CH:17]=3)[N:12]=2)=O)=NC=CC=1OCC(F)(F)F, predict the reaction product. The product is: [CH:15]1[CH:14]=[C:13]2[NH:12][C:11]([NH:19][C:18]2=[CH:17][CH:16]=1)=[S:9]. (3) Given the reactants C([CH:3]([O:7][C:8]1[CH:12]=[C:11]([C:13](O)=O)[N:10]([CH3:16])[N:9]=1)[C:4]([OH:6])=[O:5])C.CCN=C=NCCCN(C)C.Cl.[CH2:29]([N:32]1[C:39]([NH2:40])=[C:38]([NH2:41])[C:36](=[O:37])[N:35]([CH2:42][CH2:43][CH3:44])[C:33]1=[O:34])[CH2:30][CH3:31], predict the reaction product. The product is: [CH2:42]([N:35]1[C:36](=[O:37])[C:38]2[NH:41][C:13]([C:11]3[N:10]([CH3:16])[N:9]=[C:8]([O:7][CH2:3][C:4]([OH:6])=[O:5])[CH:12]=3)=[N:40][C:39]=2[N:32]([CH2:29][CH2:30][CH3:31])[C:33]1=[O:34])[CH2:43][CH3:44]. (4) Given the reactants [Cl:1][C:2]1[C:3]([CH3:28])=[C:4]([C:20]2[CH:21]=[N:22][C:23]([C:26]#N)=[CH:24][CH:25]=2)[C:5]([O:18][CH3:19])=[C:6]([C@@H:8]([NH:10][C:11](=[O:17])[O:12][C:13]([CH3:16])([CH3:15])[CH3:14])[CH3:9])[CH:7]=1.[OH-:29].[Na+].[OH2:31], predict the reaction product. The product is: [C:13]([O:12][C:11]([NH:10][C@H:8]([C:6]1[C:5]([O:18][CH3:19])=[C:4]([C:20]2[CH:25]=[CH:24][C:23]([C:26]([OH:31])=[O:29])=[N:22][CH:21]=2)[C:3]([CH3:28])=[C:2]([Cl:1])[CH:7]=1)[CH3:9])=[O:17])([CH3:14])([CH3:16])[CH3:15]. (5) Given the reactants C(OC([N:8]1[CH2:12][CH2:11][CH2:10][C@H:9]1[CH2:13][O:14][C:15]1[CH:20]=[C:19]([NH2:21])[CH:18]=[CH:17][C:16]=1[Cl:22])=O)(C)(C)C.[CH3:23][CH:24]([S:26]([C:29]1[CH:30]=[C:31]([C:35]2[N:43]3[C:38]([CH:39]=[N:40][C:41](O)=[N:42]3)=[CH:37][CH:36]=2)[CH:32]=[CH:33][CH:34]=1)(=[O:28])=[O:27])[CH3:25], predict the reaction product. The product is: [Cl:22][C:16]1[CH:17]=[CH:18][C:19]([NH:21][C:41]2[N:40]=[CH:39][C:38]3=[CH:37][CH:36]=[C:35]([C:31]4[CH:32]=[CH:33][CH:34]=[C:29]([S:26]([CH:24]([CH3:25])[CH3:23])(=[O:28])=[O:27])[CH:30]=4)[N:43]3[N:42]=2)=[CH:20][C:15]=1[O:14][CH2:13][C@@H:9]1[CH2:10][CH2:11][CH2:12][NH:8]1.